Predict the reactants needed to synthesize the given product. From a dataset of Full USPTO retrosynthesis dataset with 1.9M reactions from patents (1976-2016). Given the product [CH:8]([N:7]1[C:6]2[CH:11]=[CH:12][CH:13]=[CH:14][C:5]=2[N:4]=[C:3]1[CH2:2][CH2:19][C:18]#[C:17][Si:16]([CH3:21])([CH3:20])[CH3:15])([CH3:10])[CH3:9], predict the reactants needed to synthesize it. The reactants are: Cl[CH2:2][C:3]1[N:7]([CH:8]([CH3:10])[CH3:9])[C:6]2[CH:11]=[CH:12][CH:13]=[CH:14][C:5]=2[N:4]=1.[CH3:15][Si:16]([CH3:21])([CH3:20])[C:17]#[C:18][CH3:19].